The task is: Predict the product of the given reaction.. This data is from Forward reaction prediction with 1.9M reactions from USPTO patents (1976-2016). Given the reactants [NH2:1][CH2:2][C@@H:3]1[C@@H:7]([CH2:8][NH:9][C:10]([C@@H:12]([NH:17][C:18]([C:20]2[S:21][C:22]3[CH:28]=[CH:27][CH:26]=[CH:25][C:23]=3[CH:24]=2)=[O:19])[CH2:13][CH:14]([CH3:16])[CH3:15])=[O:11])[CH2:6][CH2:5][O:4]1.[Cl:29][C:30]1[CH:35]=[C:34]([F:36])[CH:33]=[CH:32][C:31]=1[S:37](Cl)(=[O:39])=[O:38].CCN(CC)CC, predict the reaction product. The product is: [Cl:29][C:30]1[CH:35]=[C:34]([F:36])[CH:33]=[CH:32][C:31]=1[S:37]([NH:1][CH2:2][C@@H:3]1[C@@H:7]([CH2:8][NH:9][C:10]([C@@H:12]([NH:17][C:18]([C:20]2[S:21][C:22]3[CH:28]=[CH:27][CH:26]=[CH:25][C:23]=3[CH:24]=2)=[O:19])[CH2:13][CH:14]([CH3:16])[CH3:15])=[O:11])[CH2:6][CH2:5][O:4]1)(=[O:39])=[O:38].